This data is from Forward reaction prediction with 1.9M reactions from USPTO patents (1976-2016). The task is: Predict the product of the given reaction. (1) Given the reactants N1C=CC=CC=1.[F:7][C:8]1[CH:16]=[C:15]([CH3:17])[CH:14]=[CH:13][C:9]=1[C:10](Cl)=[O:11].[NH2:18][C:19]1[CH:20]=[C:21]([S:25]([NH2:28])(=[O:27])=[O:26])[CH:22]=[CH:23][CH:24]=1.ClCCl, predict the reaction product. The product is: [F:7][C:8]1[CH:16]=[C:15]([CH3:17])[CH:14]=[CH:13][C:9]=1[C:10]([NH:18][C:19]1[CH:24]=[CH:23][CH:22]=[C:21]([S:25](=[O:27])(=[O:26])[NH2:28])[CH:20]=1)=[O:11]. (2) Given the reactants [NH:1]1[C:9]2[C:4](=[CH:5][CH:6]=[C:7](C(O)=O)[CH:8]=2)[CH:3]=[CH:2]1.[H-].[Al+3].[Li+].[H-].[H-].[H-].[O:19]1CCC[CH2:20]1, predict the reaction product. The product is: [NH:1]1[C:9]2[C:4](=[C:5]([CH2:20][OH:19])[CH:6]=[CH:7][CH:8]=2)[CH:3]=[CH:2]1. (3) Given the reactants [Br:1][CH2:2][C:3]1[CH:4]=[C:5]2[C:10](=[CH:11][CH:12]=1)[C:9]([CH3:14])([CH3:13])[CH2:8][CH2:7][C:6]2([CH3:16])[CH3:15].[C:17]1([P:23]([C:30]2C=[CH:34][CH:33]=[CH:32][CH:31]=2)[C:24]2[CH:29]=[CH:28][CH:27]=[CH:26][CH:25]=2)[CH:22]=[CH:21][CH:20]=[CH:19][CH:18]=1.[CH2:36](OCC)C, predict the reaction product. The product is: [Br-:1].[CH3:13][C:9]1([CH3:14])[CH2:8][CH2:7][C:6]([CH3:16])([CH3:15])[C:5]2[CH:4]=[C:3]([C:2]3[CH:34]=[CH:33][CH:32]=[CH:31][C:30]=3[P+:23]([CH3:36])([C:17]3[CH:22]=[CH:21][CH:20]=[CH:19][CH:18]=3)[C:24]3[CH:29]=[CH:28][CH:27]=[CH:26][CH:25]=3)[CH:12]=[CH:11][C:10]1=2. (4) Given the reactants [O:1]1[CH2:6][CH2:5][C:4](=O)[CH2:3][CH2:2]1.[NH:8](C(OC(C)(C)C)=O)[NH2:9].[ClH:17].O1CCOCC1, predict the reaction product. The product is: [ClH:17].[O:1]1[CH2:6][CH2:5][CH:4]([NH:8][NH2:9])[CH2:3][CH2:2]1. (5) Given the reactants [Cl:1][C:2]1[CH:7]=[CH:6][C:5]([N:8]2[C:13](=[O:14])[C:12]3[CH:15]=[N:16][N:17]([C:18]4[CH:23]=[CH:22][CH:21]=[CH:20][CH:19]=4)[C:11]=3[N:10]=[C:9]2[C:24]2[CH:29]=[CH:28][C:27]([Cl:30])=[CH:26][C:25]=2[Cl:31])=[CH:4][CH:3]=1.[N+:32]([O-])([OH:34])=[O:33], predict the reaction product. The product is: [Cl:1][C:2]1[CH:3]=[CH:4][C:5]([N:8]2[C:13](=[O:14])[C:12]3[CH:15]=[N:16][N:17]([C:18]4[CH:19]=[CH:20][CH:21]=[CH:22][C:23]=4[N+:32]([O-:34])=[O:33])[C:11]=3[N:10]=[C:9]2[C:24]2[CH:29]=[CH:28][C:27]([Cl:30])=[CH:26][C:25]=2[Cl:31])=[CH:6][CH:7]=1.